This data is from NCI-60 drug combinations with 297,098 pairs across 59 cell lines. The task is: Regression. Given two drug SMILES strings and cell line genomic features, predict the synergy score measuring deviation from expected non-interaction effect. (1) Drug 1: C1=CC(=C2C(=C1NCCNCCO)C(=O)C3=C(C=CC(=C3C2=O)O)O)NCCNCCO. Drug 2: CC1C(C(CC(O1)OC2CC(CC3=C2C(=C4C(=C3O)C(=O)C5=CC=CC=C5C4=O)O)(C(=O)C)O)N)O. Cell line: A498. Synergy scores: CSS=80.7, Synergy_ZIP=1.42, Synergy_Bliss=2.49, Synergy_Loewe=10.3, Synergy_HSA=10.9. (2) Drug 1: CC1=C(C=C(C=C1)C(=O)NC2=CC(=CC(=C2)C(F)(F)F)N3C=C(N=C3)C)NC4=NC=CC(=N4)C5=CN=CC=C5. Drug 2: CC1=C2C(C(=O)C3(C(CC4C(C3C(C(C2(C)C)(CC1OC(=O)C(C(C5=CC=CC=C5)NC(=O)OC(C)(C)C)O)O)OC(=O)C6=CC=CC=C6)(CO4)OC(=O)C)O)C)O. Cell line: NCI/ADR-RES. Synergy scores: CSS=2.59, Synergy_ZIP=1.45, Synergy_Bliss=3.93, Synergy_Loewe=-4.59, Synergy_HSA=0.677. (3) Drug 1: CCCCCOC(=O)NC1=NC(=O)N(C=C1F)C2C(C(C(O2)C)O)O. Drug 2: C1CCC(C(C1)N)N.C(=O)(C(=O)[O-])[O-].[Pt+4]. Cell line: NCIH23. Synergy scores: CSS=9.26, Synergy_ZIP=1.92, Synergy_Bliss=4.06, Synergy_Loewe=-4.17, Synergy_HSA=0.890. (4) Drug 1: CC1=C(N=C(N=C1N)C(CC(=O)N)NCC(C(=O)N)N)C(=O)NC(C(C2=CN=CN2)OC3C(C(C(C(O3)CO)O)O)OC4C(C(C(C(O4)CO)O)OC(=O)N)O)C(=O)NC(C)C(C(C)C(=O)NC(C(C)O)C(=O)NCCC5=NC(=CS5)C6=NC(=CS6)C(=O)NCCC[S+](C)C)O. Drug 2: CN(C(=O)NC(C=O)C(C(C(CO)O)O)O)N=O. Cell line: NCI-H226. Synergy scores: CSS=11.9, Synergy_ZIP=-3.93, Synergy_Bliss=0.0885, Synergy_Loewe=-4.68, Synergy_HSA=2.43. (5) Drug 1: CN(C)N=NC1=C(NC=N1)C(=O)N. Drug 2: C1=C(C(=O)NC(=O)N1)N(CCCl)CCCl. Cell line: KM12. Synergy scores: CSS=17.1, Synergy_ZIP=-6.71, Synergy_Bliss=-6.05, Synergy_Loewe=0.0800, Synergy_HSA=0.413. (6) Drug 1: CS(=O)(=O)CCNCC1=CC=C(O1)C2=CC3=C(C=C2)N=CN=C3NC4=CC(=C(C=C4)OCC5=CC(=CC=C5)F)Cl. Drug 2: C1CC(=O)NC(=O)C1N2C(=O)C3=CC=CC=C3C2=O. Cell line: EKVX. Synergy scores: CSS=7.94, Synergy_ZIP=-4.49, Synergy_Bliss=-1.99, Synergy_Loewe=-9.58, Synergy_HSA=-3.06.